From a dataset of Catalyst prediction with 721,799 reactions and 888 catalyst types from USPTO. Predict which catalyst facilitates the given reaction. (1) Reactant: [NH2:1][C:2]1[CH:6]=[CH:5][NH:4][N:3]=1.[Br:7]/[C:8](=[CH:11]\N(C)C)/[CH:9]=O.C(O)C. Product: [Br:7][C:8]1[CH:9]=[N:1][C:2]2[N:3]([N:4]=[CH:5][CH:6]=2)[CH:11]=1. The catalyst class is: 15. (2) Product: [CH3:29][O:28][C:27]1[C:18]([O:17][CH:59]2[CH2:64][CH2:63][N:62]([CH3:65])[CH2:61][CH2:60]2)=[C:19]2[C:24](=[CH:25][CH:26]=1)[N:23]=[CH:22][NH:21][C:20]2=[O:38]. Reactant: N(C(OC(C)(C)C)=O)=NC(OC(C)(C)C)=O.[OH:17][C:18]1[C:27]([O:28][CH3:29])=[CH:26][CH:25]=[C:24]2[C:19]=1[C:20](=[O:38])[N:21](COC(=O)C(C)(C)C)[CH:22]=[N:23]2.C1(P(C2C=CC=CC=2)C2C=CC=CC=2)C=CC=CC=1.O[CH:59]1[CH2:64][CH2:63][N:62]([CH3:65])[CH2:61][CH2:60]1.N. The catalyst class is: 2.